Task: Predict the product of the given reaction.. Dataset: Forward reaction prediction with 1.9M reactions from USPTO patents (1976-2016) (1) Given the reactants Cl[CH2:2][C:3]1[N:4]=[C:5](/[CH:8]=[CH:9]/[C:10]2[CH:15]=[CH:14][C:13]([Cl:16])=[CH:12][CH:11]=2)[O:6][CH:7]=1.[CH3:17][S:18]([CH2:21][C:22]1[N:23]([CH2:27][CH2:28][CH2:29][CH2:30][C:31]2[CH:36]=[CH:35][C:34]([OH:37])=[CH:33][CH:32]=2)[CH:24]=[CH:25][N:26]=1)(=[O:20])=[O:19].[H-].[Na+], predict the reaction product. The product is: [Cl:16][C:13]1[CH:14]=[CH:15][C:10](/[CH:9]=[CH:8]/[C:5]2[O:6][CH:7]=[C:3]([CH2:2][O:37][C:34]3[CH:33]=[CH:32][C:31]([CH2:30][CH2:29][CH2:28][CH2:27][N:23]4[CH:24]=[CH:25][N:26]=[C:22]4[CH2:21][S:18]([CH3:17])(=[O:20])=[O:19])=[CH:36][CH:35]=3)[N:4]=2)=[CH:11][CH:12]=1. (2) The product is: [CH3:1][O:2][C:3]1[CH:4]=[C:5]2[C:17](=[CH:18][CH:19]=1)[NH:16][C:15]1[C:10]3([CH2:14][CH2:13][N:12]([CH2:38][CH2:37][C:31]4[C:30]5[C:34](=[CH:35][CH:36]=[C:28]([CH3:27])[CH:29]=5)[NH:33][CH:32]=4)[CH2:11]3)[NH:9][CH2:8][CH2:7][C:6]2=1. Given the reactants [CH3:1][O:2][C:3]1[CH:4]=[C:5]2[C:17](=[CH:18][CH:19]=1)[NH:16][C:15]1[C:10]3([CH2:14][CH2:13][NH:12][CH2:11]3)[NH:9][CH2:8][CH2:7][C:6]2=1.C(N(CC)CC)C.[CH3:27][C:28]1[CH:29]=[C:30]2[C:34](=[CH:35][CH:36]=1)[NH:33][CH:32]=[C:31]2[CH2:37][CH2:38]OS(C)(=O)=O, predict the reaction product. (3) Given the reactants [SH:1][C:2]1[C:11]([C:12]([NH:14][CH2:15][C:16]2[S:17][CH:18]=[CH:19][CH:20]=2)=[O:13])=[CH:10][C:9]2[C:4](=[CH:5][CH:6]=[CH:7][CH:8]=2)[N:3]=1.C([O-])([O-])=O.[K+].[K+].I[CH2:28][CH2:29][CH2:30][CH2:31][CH3:32], predict the reaction product. The product is: [CH2:28]([S:1][C:2]1[C:11]([C:12]([NH:14][CH2:15][C:16]2[S:17][CH:18]=[CH:19][CH:20]=2)=[O:13])=[CH:10][C:9]2[C:4](=[CH:5][CH:6]=[CH:7][CH:8]=2)[N:3]=1)[CH2:29][CH2:30][CH2:31][CH3:32]. (4) Given the reactants C[O:2][C:3](=[O:20])[CH:4]=[CH:5][C:6]1[CH:11]=[CH:10][C:9]([O:12][CH2:13][CH2:14][CH2:15][CH2:16][CH2:17][CH2:18][OH:19])=[CH:8][CH:7]=1.CO.[OH-].[K+], predict the reaction product. The product is: [OH:19][CH2:18][CH2:17][CH2:16][CH2:15][CH2:14][CH2:13][O:12][C:9]1[CH:8]=[CH:7][C:6]([CH:5]=[CH:4][C:3]([OH:20])=[O:2])=[CH:11][CH:10]=1. (5) The product is: [CH2:1]([O:3][C:4](=[O:16])[CH2:5][N:6]1[C:14]2[CH2:13][CH2:12][CH2:11][CH:10]([NH:15][C:18]([O:20][CH2:21][C:22]3[CH:27]=[CH:26][CH:25]=[CH:24][CH:23]=3)=[O:19])[C:9]=2[CH:8]=[N:7]1)[CH3:2]. Given the reactants [CH2:1]([O:3][C:4](=[O:16])[CH2:5][N:6]1[C:14]2[CH2:13][CH2:12][CH2:11][CH:10]([NH2:15])[C:9]=2[CH:8]=[N:7]1)[CH3:2].Cl[C:18]([O:20][CH2:21][C:22]1[CH:27]=[CH:26][CH:25]=[CH:24][CH:23]=1)=[O:19], predict the reaction product. (6) Given the reactants [CH2:1]([OH:4])[CH2:2][OH:3].O.S(C1C=CC(C)=CC=1)(O)(=O)=O.C1(C)C=CC=CC=1.[F:24][C:25]1[CH:26]=[C:27]([C:32](=O)[CH2:33][CH3:34])[CH:28]=[C:29]([F:31])[CH:30]=1, predict the reaction product. The product is: [F:24][C:25]1[CH:26]=[C:27]([C:32]2([CH2:33][CH3:34])[O:4][CH2:1][CH2:2][O:3]2)[CH:28]=[C:29]([F:31])[CH:30]=1. (7) Given the reactants [CH3:1][O:2][C:3]1[CH:21]=[CH:20][C:6]([O:7][C:8]2[CH:13]=[CH:12][C:11]([C:14]3[O:15][CH:16]=[C:17]([OH:19])[N:18]=3)=[CH:10][CH:9]=2)=[CH:5][CH:4]=1.N1C(C)=CC=CC=1C.[S:30](O[S:30]([C:33]([F:36])([F:35])[F:34])(=[O:32])=[O:31])([C:33]([F:36])([F:35])[F:34])(=[O:32])=[O:31], predict the reaction product. The product is: [CH3:1][O:2][C:3]1[CH:21]=[CH:20][C:6]([O:7][C:8]2[CH:9]=[CH:10][C:11]([C:14]3[O:15][CH:16]=[C:17]([O:19][S:30]([C:33]([F:36])([F:35])[F:34])(=[O:32])=[O:31])[N:18]=3)=[CH:12][CH:13]=2)=[CH:5][CH:4]=1.